From a dataset of Retrosynthesis with 50K atom-mapped reactions and 10 reaction types from USPTO. Predict the reactants needed to synthesize the given product. (1) Given the product CCCCCCCCCCCCCCOC[C@@H](CN(C)C)OCCCCCCCCCCCCCC, predict the reactants needed to synthesize it. The reactants are: CCCCCCCCCCCCCCOC[C@@H](CBr)OCCCCCCCCCCCCCC.CNC. (2) Given the product CC1Cc2c(Br)cccc2N1C(=O)Cc1nc(N2CCOCC2)c(F)c(=O)[nH]1, predict the reactants needed to synthesize it. The reactants are: CC1Cc2c(Br)cccc2N1.O=C([O-])Cc1nc(N2CCOCC2)c(F)c(=O)[nH]1. (3) Given the product OCc1cccc2ncn(C(c3ccccc3)(c3ccccc3)c3ccccc3)c12, predict the reactants needed to synthesize it. The reactants are: COC(=O)c1cccc2ncn(C(c3ccccc3)(c3ccccc3)c3ccccc3)c12. (4) Given the product CCOC(=O)N1c2ccc(OC)nc2[C@@H](NC(c2cc(C(F)(F)F)cc(C(F)(F)F)c2)c2ncc(NC(C)=O)cn2)C[C@H]1CC, predict the reactants needed to synthesize it. The reactants are: CC(=O)Cl.CCOC(=O)N1c2ccc(OC)nc2[C@@H](NC(c2cc(C(F)(F)F)cc(C(F)(F)F)c2)c2ncc(N)cn2)C[C@H]1CC. (5) Given the product COc1ccc(Nc2ncccc2N)cc1OC1CCCC1, predict the reactants needed to synthesize it. The reactants are: COc1ccc(Nc2ncccc2[N+](=O)[O-])cc1OC1CCCC1. (6) Given the product CS(=O)(=O)OCCCOc1ccc(C2CCN(C(=O)C3CCOCC3)CC2)cc1, predict the reactants needed to synthesize it. The reactants are: CS(=O)(=O)Cl.O=C(C1CCOCC1)N1CCC(c2ccc(OCCCO)cc2)CC1. (7) The reactants are: CCOC(=O)CCc1nccn1-c1ccc(F)cc1[N+](=O)[O-]. Given the product CCOC(=O)CCc1nccn1-c1ccc(F)cc1N, predict the reactants needed to synthesize it. (8) Given the product CC(=O)O[C@@H]1CS[C@@H](Sc2ccccc2)[C@H](OC(C)=O)[C@H]1OC(C)=O, predict the reactants needed to synthesize it. The reactants are: CC(=O)O[C@@H]1CS[C@H](Br)[C@H](OC(C)=O)[C@H]1OC(C)=O.Sc1ccccc1. (9) Given the product Nc1nc(NCCO)c2ncn([C@H]3C=C[C@@H](CO)C3)c2n1, predict the reactants needed to synthesize it. The reactants are: NCCO.Nc1nc(Cl)c2ncn([C@H]3C=C[C@@H](CO)C3)c2n1. (10) Given the product COc1cc(OC)cc(C(=O)N(C)Cc2ccc(C(=O)N3CC4(C)CC3CC(C)(C)C4)cc2)c1, predict the reactants needed to synthesize it. The reactants are: CNCc1ccc(C(=O)N2CC3(C)CC2CC(C)(C)C3)cc1.COc1cc(OC)cc(C(=O)Cl)c1.